The task is: Regression. Given a peptide amino acid sequence and an MHC pseudo amino acid sequence, predict their binding affinity value. This is MHC class I binding data.. This data is from Peptide-MHC class I binding affinity with 185,985 pairs from IEDB/IMGT. (1) The MHC is HLA-B53:01 with pseudo-sequence HLA-B53:01. The peptide sequence is MAWGGSYIA. The binding affinity (normalized) is 0.486. (2) The peptide sequence is YLKKLDDFY. The MHC is HLA-A24:03 with pseudo-sequence HLA-A24:03. The binding affinity (normalized) is 0.0847. (3) The peptide sequence is FTWYGIAAL. The MHC is HLA-A02:03 with pseudo-sequence HLA-A02:03. The binding affinity (normalized) is 0.834. (4) The peptide sequence is PEDPAVDLL. The MHC is Mamu-B8701 with pseudo-sequence Mamu-B8701. The binding affinity (normalized) is 0.486. (5) The peptide sequence is VFAVLSIVNR. The MHC is HLA-A68:01 with pseudo-sequence HLA-A68:01. The binding affinity (normalized) is 0.680. (6) The MHC is HLA-B35:01 with pseudo-sequence HLA-B35:01. The peptide sequence is GPGHEEPIPM. The binding affinity (normalized) is 0.349. (7) The peptide sequence is GPAGYTAAL. The MHC is HLA-B15:01 with pseudo-sequence HLA-B15:01. The binding affinity (normalized) is 0.0847. (8) The peptide sequence is PSDFFYLLF. The binding affinity (normalized) is 0.0847. The MHC is HLA-B15:09 with pseudo-sequence HLA-B15:09.